From a dataset of Experimentally validated miRNA-target interactions with 360,000+ pairs, plus equal number of negative samples. Binary Classification. Given a miRNA mature sequence and a target amino acid sequence, predict their likelihood of interaction. (1) The miRNA is rno-miR-20a-5p with sequence UAAAGUGCUUAUAGUGCAGGUAG. The protein sequence of the target gene is MPVGGLLPLFSSPGGGGLGSGLGGGLGGGRKGSGPAAFRLTEKFVLLLVFSAFITLCFGAIFFLPDSSKLLSGVLFHSNPALQPPAEHKPGLGARAEDAAEGRVRHREEGAPGDPGAGLEDNLARIRENHERALREAKETLQKLPEEIQRDILLEKEKVAQDQLRDKDLFRGLPKVDFLPPVGVENREPADATIREKRAKIKEMMTHAWNNYKRYAWGLNELKPISKEGHSSSLFGNIKGATIVDALDTLFIMGMKTEFQEAKSWIKKYLDFNVNAEVSVFEVNIRFVGGLLSAYYLSGE.... Result: 0 (no interaction). (2) The miRNA is hsa-miR-4265 with sequence CUGUGGGCUCAGCUCUGGG. The protein sequence of the target gene is MSSSPVNVKKLKVSELKEELKKRRLSDKGLKAELMERLQAALDDEEAGGRPAMEPGNGSLDLGGDSAGRSGAGLEQEAAAGGDEEEEEEEEEEEGISALDGDQMELGEENGAAGAADSGPMEEEEAASEDENGDDQGFQEGEDELGDEEEGAGDENGHGEQQPQPPATQQQQPQQQRGAAKEAAGKSSGPTSLFAVTVAPPGARQGQQQAGGKKKAEGGGGGGRPGAPAAGDGKTEQKGGDKKRGVKRPREDHGRGYFEYIEENKYSRAKSPQPPVEEEDEHFDDTVVCLDTYNCDLHFK.... Result: 1 (interaction). (3) The miRNA is hsa-miR-29b-2-5p with sequence CUGGUUUCACAUGGUGGCUUAG. The protein sequence of the target gene is MATRRLTDAFLLLRNNSIQNRQLLAEQVSSHITSSPLHSRSIAAELDELADDRMALVSGISLDPEAAIGVTKRPPPKWVDGVDEIQYDVGRIKQKMKELASLHDKHLNRPTLDDSSEEEHAIEITTQEITQLFHRCQRAVQALPSRARACSEQEGRLLGNVVASLAQALQELSTSFRHAQSGYLKRMKNREERSQHFFDTSVPLMDDGDDNTLYHRGFTEDQLVLVEQNTLMVEEREREIRQIVQSISDLNEIFRDLGAMIVEQGTVLDRIDYNVEQSCIKTEDGLKQLHKAEQYQKKNR.... Result: 1 (interaction). (4) The miRNA is hsa-miR-4661-5p with sequence AACUAGCUCUGUGGAUCCUGAC. The protein sequence of the target gene is MVHGSVTFRDVAIDFSQEEWECLQPDQRTLYRDVMLENYSHLISLGSSISKPDVITLLEQEKEPWIVVSKETSRWYPDLESKYGPEKISPENDIFEINLPKHVIKQISKTLGLEAFYFRNDSEYRSRFEGRQGHQEGYINQKIISYEEMPAYTHASPIHNTHKPYECKECGKYFSCGSNLIQHQSIHTGEKPYKCKECGKAFQLHIQLTRHQKFHTGEKTFECKECGKAFNLPTQLNRHKNIHTVKKLFECKECGKSFNRSSNLTQHQSIHAGVKPYQCKECGKAFNRGSNLIQHQKIHS.... Result: 0 (no interaction). (5) The miRNA is mmu-miR-497a-5p with sequence CAGCAGCACACUGUGGUUUGUA. The protein sequence of the target gene is MAQLGAVVAVASSFFCASLFSAVHKIEEGHIGVYYRGGALLTSTSGPGFHLMLPFITSYKSVQTTLQTDEVKNVPCGTSGGVMIYFDRIEVVNFLVPNAVYDIVKNYTADYDKALIFNKIHHELNQFCSVHTLQEVYIELFDQIDENLKLALQQDLTSMAPGLVIQAVRVTKPNIPEAIRRNYELMESEKTKLLIAAQKQKVVEKEAETERKKALIEAEKVAQVAEITYGQKVMEKETEKKISEIEDAAFLAREKAKADAECYTALKIAEANKLKLTPEYLQLMKYKAIASNSKIYFGKD.... Result: 1 (interaction).